From a dataset of Forward reaction prediction with 1.9M reactions from USPTO patents (1976-2016). Predict the product of the given reaction. (1) The product is: [NH:11]1[C:15]2[CH:16]=[CH:17][CH:18]=[CH:19][C:14]=2[N:13]=[C:12]1[CH:8]([NH:9][C:10](=[O:20])[N:24]([C@H:25]1[CH2:30][CH2:29][C@H:28]([OH:31])[CH2:27][CH2:26]1)[CH3:23])[CH2:7][C:6]1[CH:21]=[CH:22][C:3]([O:2][CH3:1])=[CH:4][CH:5]=1. Given the reactants [CH3:1][O:2][C:3]1[CH:22]=[CH:21][C:6]([CH2:7][CH:8]2[C:12]3=[N:13][C:14]4[CH:19]=[CH:18][CH:17]=[CH:16][C:15]=4[N:11]3[C:10](=[O:20])[NH:9]2)=[CH:5][CH:4]=1.[CH3:23][NH:24][C@H:25]1[CH2:30][CH2:29][C@H:28]([OH:31])[CH2:27][CH2:26]1.C(O)(C(F)(F)F)=O, predict the reaction product. (2) Given the reactants [CH3:1][C:2]1[N:7]=[C:6](OS(C(F)(F)F)(=O)=O)[C:5]([C:16]([O:18][CH2:19][CH3:20])=[O:17])=[CH:4][N:3]=1.[CH3:21][CH:22]1[CH2:27][CH2:26][NH:25][CH2:24][CH2:23]1, predict the reaction product. The product is: [CH3:1][C:2]1[N:7]=[C:6]([N:25]2[CH2:26][CH2:27][CH:22]([CH3:21])[CH2:23][CH2:24]2)[C:5]([C:16]([O:18][CH2:19][CH3:20])=[O:17])=[CH:4][N:3]=1. (3) Given the reactants [Cl:1][C:2]1[CH:29]=[CH:28][C:5]2[N:6]=[C:7]([NH:9][C:10]3[N:14]([CH3:15])[C:13]4[CH:16]=[CH:17][C:18]([C:20]([NH:22][C@H:23]([CH3:27])[C:24](O)=[O:25])=[O:21])=[CH:19][C:12]=4[N:11]=3)[S:8][C:4]=2[CH:3]=1.[CH3:30][N:31]1[CH2:36][CH2:35][NH:34][CH2:33][CH2:32]1.CN(C(ON1N=NC2C=CC=CC1=2)=[N+](C)C)C.F[P-](F)(F)(F)(F)F.CCN(C(C)C)C(C)C, predict the reaction product. The product is: [CH3:27][C@@H:23]([NH:22][C:20]([C:18]1[CH:17]=[CH:16][C:13]2[N:14]([CH3:15])[C:10]([NH:9][C:7]3[S:8][C:4]4[CH:3]=[C:2]([Cl:1])[CH:29]=[CH:28][C:5]=4[N:6]=3)=[N:11][C:12]=2[CH:19]=1)=[O:21])[C:24]([N:34]1[CH2:35][CH2:36][N:31]([CH3:30])[CH2:32][CH2:33]1)=[O:25]. (4) Given the reactants [CH3:1][N:2]1[CH:7]=[C:6](B2OC(C)(C)C(C)(C)O2)[CH:5]=[C:4]([NH:17][C:18]2[CH:23]=[CH:22][C:21]([C:24]([N:26]3[CH2:31][CH2:30][O:29][CH2:28][CH2:27]3)=[O:25])=[CH:20][N:19]=2)[C:3]1=[O:32].Cl[C:34]1[C:39]([CH:40]=[O:41])=[C:38]([N:42]2[CH2:54][CH2:53][N:45]3[C:46]4[CH2:47][CH2:48][CH2:49][CH2:50][C:51]=4[CH:52]=[C:44]3[C:43]2=[O:55])[N:37]=[CH:36][CH:35]=1, predict the reaction product. The product is: [CH3:1][N:2]1[C:3](=[O:32])[C:4]([NH:17][C:18]2[CH:23]=[CH:22][C:21]([C:24]([N:26]3[CH2:31][CH2:30][O:29][CH2:28][CH2:27]3)=[O:25])=[CH:20][N:19]=2)=[CH:5][C:6]([C:34]2[C:39]([CH:40]=[O:41])=[C:38]([N:42]3[CH2:54][CH2:53][N:45]4[C:46]5[CH2:47][CH2:48][CH2:49][CH2:50][C:51]=5[CH:52]=[C:44]4[C:43]3=[O:55])[N:37]=[CH:36][CH:35]=2)=[CH:7]1. (5) Given the reactants [NH2:1][C:2]1[C:11]2[C:6](=[CH:7][CH:8]=[CH:9][C:10]=2[O:12][CH2:13][C:14]([NH2:17])([CH3:16])[CH3:15])[N:5]=[C:4]([CH3:18])[C:3]=1[C:19]([O:21][CH2:22][CH3:23])=[O:20].[C:24](O)(=[O:28])[CH:25]([CH3:27])[CH3:26], predict the reaction product. The product is: [NH2:1][C:2]1[C:11]2[C:6](=[CH:7][CH:8]=[CH:9][C:10]=2[O:12][CH2:13][C:14]([NH:17][C:24](=[O:28])[CH:25]([CH3:27])[CH3:26])([CH3:16])[CH3:15])[N:5]=[C:4]([CH3:18])[C:3]=1[C:19]([O:21][CH2:22][CH3:23])=[O:20]. (6) Given the reactants [N:1]([C:4]1[CH:9]=[C:8]([S:10]([CH3:13])(=[O:12])=[O:11])[CH:7]=[CH:6][C:5]=1[O:14][CH3:15])=[C:2]=[S:3].[CH3:16][C:17]1[N:18]([CH3:44])[C:19]2[C:25]([NH:26]C(=S)NC3C=C(S(N)(=O)=O)C=CC=3OC(C)C)=[CH:24][CH:23]=[CH:22][C:20]=2[N:21]=1, predict the reaction product. The product is: [CH3:16][C:17]1[N:18]([CH3:44])[C:19]2[C:25]([NH:26][C:2]([NH:1][C:4]3[CH:9]=[C:8]([S:10]([CH3:13])(=[O:12])=[O:11])[CH:7]=[CH:6][C:5]=3[O:14][CH3:15])=[S:3])=[CH:24][CH:23]=[CH:22][C:20]=2[N:21]=1.